This data is from NCI-60 drug combinations with 297,098 pairs across 59 cell lines. The task is: Regression. Given two drug SMILES strings and cell line genomic features, predict the synergy score measuring deviation from expected non-interaction effect. (1) Drug 1: C1=NC2=C(N=C(N=C2N1C3C(C(C(O3)CO)O)O)F)N. Drug 2: CC1CCCC2(C(O2)CC(NC(=O)CC(C(C(=O)C(C1O)C)(C)C)O)C(=CC3=CSC(=N3)C)C)C. Cell line: SF-539. Synergy scores: CSS=45.9, Synergy_ZIP=0.429, Synergy_Bliss=-0.518, Synergy_Loewe=-35.4, Synergy_HSA=0.938. (2) Synergy scores: CSS=6.60, Synergy_ZIP=-0.798, Synergy_Bliss=2.53, Synergy_Loewe=-10.2, Synergy_HSA=3.38. Drug 1: CN1CCC(CC1)COC2=C(C=C3C(=C2)N=CN=C3NC4=C(C=C(C=C4)Br)F)OC. Drug 2: C1=CC=C(C(=C1)C(C2=CC=C(C=C2)Cl)C(Cl)Cl)Cl. Cell line: SF-539. (3) Drug 1: COC1=NC(=NC2=C1N=CN2C3C(C(C(O3)CO)O)O)N. Drug 2: CCC1(C2=C(COC1=O)C(=O)N3CC4=CC5=C(C=CC(=C5CN(C)C)O)N=C4C3=C2)O.Cl. Cell line: NCIH23. Synergy scores: CSS=29.0, Synergy_ZIP=3.51, Synergy_Bliss=3.01, Synergy_Loewe=0.589, Synergy_HSA=0.750. (4) Drug 1: CC1=CC=C(C=C1)C2=CC(=NN2C3=CC=C(C=C3)S(=O)(=O)N)C(F)(F)F. Drug 2: CC1=C(C(=O)C2=C(C1=O)N3CC4C(C3(C2COC(=O)N)OC)N4)N. Cell line: EKVX. Synergy scores: CSS=1.84, Synergy_ZIP=-2.83, Synergy_Bliss=-0.810, Synergy_Loewe=-8.36, Synergy_HSA=-1.78. (5) Drug 1: CN1C(=O)N2C=NC(=C2N=N1)C(=O)N. Drug 2: C1CN(P(=O)(OC1)NCCCl)CCCl. Cell line: RPMI-8226. Synergy scores: CSS=-0.306, Synergy_ZIP=1.63, Synergy_Bliss=0.932, Synergy_Loewe=-1.15, Synergy_HSA=-1.33. (6) Drug 1: CCC1=CC2CC(C3=C(CN(C2)C1)C4=CC=CC=C4N3)(C5=C(C=C6C(=C5)C78CCN9C7C(C=CC9)(C(C(C8N6C)(C(=O)OC)O)OC(=O)C)CC)OC)C(=O)OC.C(C(C(=O)O)O)(C(=O)O)O. Drug 2: C1=NC2=C(N1)C(=S)N=C(N2)N. Cell line: MALME-3M. Synergy scores: CSS=36.5, Synergy_ZIP=-6.33, Synergy_Bliss=-1.96, Synergy_Loewe=-4.22, Synergy_HSA=1.05. (7) Drug 1: CC1=C2C(C(=O)C3(C(CC4C(C3C(C(C2(C)C)(CC1OC(=O)C(C(C5=CC=CC=C5)NC(=O)C6=CC=CC=C6)O)O)OC(=O)C7=CC=CC=C7)(CO4)OC(=O)C)O)C)OC(=O)C. Drug 2: C1=NNC2=C1C(=O)NC=N2. Cell line: MCF7. Synergy scores: CSS=20.8, Synergy_ZIP=-10.1, Synergy_Bliss=-7.05, Synergy_Loewe=-37.1, Synergy_HSA=-6.31. (8) Drug 1: CCC1=CC2CC(C3=C(CN(C2)C1)C4=CC=CC=C4N3)(C5=C(C=C6C(=C5)C78CCN9C7C(C=CC9)(C(C(C8N6C)(C(=O)OC)O)OC(=O)C)CC)OC)C(=O)OC.C(C(C(=O)O)O)(C(=O)O)O. Drug 2: C(CCl)NC(=O)N(CCCl)N=O. Cell line: OVCAR3. Synergy scores: CSS=66.9, Synergy_ZIP=7.01, Synergy_Bliss=7.27, Synergy_Loewe=-16.4, Synergy_HSA=8.62. (9) Drug 1: C1=CN(C(=O)N=C1N)C2C(C(C(O2)CO)O)O.Cl. Drug 2: C#CCC(CC1=CN=C2C(=N1)C(=NC(=N2)N)N)C3=CC=C(C=C3)C(=O)NC(CCC(=O)O)C(=O)O. Cell line: MALME-3M. Synergy scores: CSS=33.4, Synergy_ZIP=-5.41, Synergy_Bliss=-2.11, Synergy_Loewe=2.24, Synergy_HSA=2.63.